The task is: Predict the product of the given reaction.. This data is from Forward reaction prediction with 1.9M reactions from USPTO patents (1976-2016). (1) Given the reactants [CH3:1][N:2]1[CH:6]=[C:5]([C:7]2[CH:12]=[CH:11][C:10]([C:13]3[CH:14]=[N:15][CH:16]=[C:17]4[C:22]=3[N:21]=[C:20]([C:23]([N:25]3[CH2:30][CH2:29][N:28](C(OC(C)(C)C)=O)[CH2:27][CH2:26]3)=[O:24])[CH:19]=[CH:18]4)=[CH:9][CH:8]=2)[CH:4]=[N:3]1.FC(F)(F)C(O)=O, predict the reaction product. The product is: [CH3:1][N:2]1[CH:6]=[C:5]([C:7]2[CH:12]=[CH:11][C:10]([C:13]3[CH:14]=[N:15][CH:16]=[C:17]4[C:22]=3[N:21]=[C:20]([C:23]([N:25]3[CH2:30][CH2:29][NH:28][CH2:27][CH2:26]3)=[O:24])[CH:19]=[CH:18]4)=[CH:9][CH:8]=2)[CH:4]=[N:3]1. (2) Given the reactants [Cl:1][C:2]1[N:7]=[CH:6][C:5]([C:8]([NH:10][C:11]2[CH:16]=[CH:15][C:14]([CH3:17])=[C:13]([C:18]3[C:19]4[CH:31]=[CH:30][C:29](=[O:32])[N:28]([C:33]5[C:38]([F:39])=[CH:37][CH:36]=[CH:35][C:34]=5[F:40])[C:20]=4[N:21]=[C:22](S(C)(=O)=O)[N:23]=3)[CH:12]=2)=[O:9])=[CH:4][CH:3]=1.[CH3:41][C:42]1([CH3:51])[CH2:47][CH:46]([NH2:48])[CH2:45][C:44]([CH3:50])([CH3:49])[NH:43]1, predict the reaction product. The product is: [Cl:1][C:2]1[N:7]=[CH:6][C:5]([C:8]([NH:10][C:11]2[CH:16]=[CH:15][C:14]([CH3:17])=[C:13]([C:18]3[C:19]4[CH:31]=[CH:30][C:29](=[O:32])[N:28]([C:33]5[C:38]([F:39])=[CH:37][CH:36]=[CH:35][C:34]=5[F:40])[C:20]=4[N:21]=[C:22]([NH:48][CH:46]4[CH2:47][C:42]([CH3:51])([CH3:41])[NH:43][C:44]([CH3:50])([CH3:49])[CH2:45]4)[N:23]=3)[CH:12]=2)=[O:9])=[CH:4][CH:3]=1. (3) Given the reactants C(N(CC)C(C)C)(C)C.[CH3:10][CH:11]1[CH2:16][NH:15][CH:14]([CH2:17][C:18]([O:20][CH2:21][CH3:22])=[O:19])[CH2:13][CH2:12]1.[Cl:23][C:24]1[CH:29]=[CH:28][N:27]=[C:26]([CH2:30][NH:31][C:32]2[O:33][C:34]3[C:40]([O:41][CH3:42])=[CH:39][C:38]([C:43](O)=[O:44])=[CH:37][C:35]=3[N:36]=2)[CH:25]=1.CN(C(ON1N=NC2C=CC=NC1=2)=[N+](C)C)C.F[P-](F)(F)(F)(F)F, predict the reaction product. The product is: [Cl:23][C:24]1[CH:29]=[CH:28][N:27]=[C:26]([CH2:30][NH:31][C:32]2[O:33][C:34]3[C:40]([O:41][CH3:42])=[CH:39][C:38]([C:43]([N:15]4[CH2:16][CH:11]([CH3:10])[CH2:12][CH2:13][CH:14]4[CH2:17][C:18]([O:20][CH2:21][CH3:22])=[O:19])=[O:44])=[CH:37][C:35]=3[N:36]=2)[CH:25]=1. (4) Given the reactants [CH3:1][C:2]1[CH:7]=[CH:6][CH:5]=[CH:4][C:3]=1[C:8]1[CH:13]=[CH:12][C:11]([C:14](O)=O)=[CH:10][C:9]=1[C:17]([F:20])([F:19])[F:18].[NH2:21][C:22](=[N:41][OH:42])[C:23]1[CH:24]=[CH:25][C:26]([Cl:40])=[C:27]([CH:39]=1)[CH2:28][N:29]([CH3:38])[CH2:30][C:31]([O:33][C:34]([CH3:37])([CH3:36])[CH3:35])=[O:32], predict the reaction product. The product is: [Cl:40][C:26]1[CH:25]=[CH:24][C:23]([C:22]2[N:21]=[C:14]([C:11]3[CH:12]=[CH:13][C:8]([C:3]4[CH:4]=[CH:5][CH:6]=[CH:7][C:2]=4[CH3:1])=[C:9]([C:17]([F:18])([F:20])[F:19])[CH:10]=3)[O:42][N:41]=2)=[CH:39][C:27]=1[CH2:28][N:29]([CH3:38])[CH2:30][C:31]([O:33][C:34]([CH3:37])([CH3:36])[CH3:35])=[O:32].[ClH:40].[Cl:40][C:26]1[CH:25]=[CH:24][C:23]([C:22]2[N:21]=[C:14]([C:11]3[CH:12]=[CH:13][C:8]([C:3]4[CH:4]=[CH:5][CH:6]=[CH:7][C:2]=4[CH3:1])=[C:9]([C:17]([F:18])([F:20])[F:19])[CH:10]=3)[O:42][N:41]=2)=[CH:39][C:27]=1[CH2:28][N:29]([CH3:38])[CH2:30][C:31]([OH:33])=[O:32]. (5) Given the reactants CS(O[CH2:6][CH2:7][C:8]1[CH:13]=[CH:12][C:11]([NH:14][C:15]2[N:24]=[CH:23][C:22]3[CH2:21][CH:20]([C:25]4[CH:30]=[CH:29][C:28]([Cl:31])=[C:27]([Cl:32])[CH:26]=4)[C:19]4[CH:33]=[CH:34][CH:35]=[CH:36][C:18]=4[C:17]=3[N:16]=2)=[CH:10][CH:9]=1)(=O)=O.CS(OCCC1C=CC=CC=1)(=O)=O.[CH3:50][NH:51][CH2:52][CH2:53][CH2:54][CH3:55], predict the reaction product. The product is: [CH2:52]([N:51]([CH3:50])[CH2:6][CH2:7][C:8]1[CH:13]=[CH:12][C:11]([NH:14][C:15]2[N:24]=[CH:23][C:22]3[CH2:21][CH:20]([C:25]4[CH:30]=[CH:29][C:28]([Cl:31])=[C:27]([Cl:32])[CH:26]=4)[C:19]4[CH:33]=[CH:34][CH:35]=[CH:36][C:18]=4[C:17]=3[N:16]=2)=[CH:10][CH:9]=1)[CH2:53][CH2:54][CH3:55]. (6) Given the reactants [O:1]1[CH:5]=[CH:4][CH:3]=[C:2]1/[CH:6]=[CH:7]/[C:8]([O:10][CH2:11][CH3:12])=[O:9], predict the reaction product. The product is: [O:1]1[CH:5]=[CH:4][CH:3]=[C:2]1[CH2:6][CH2:7][C:8]([O:10][CH2:11][CH3:12])=[O:9].